Dataset: NCI-60 drug combinations with 297,098 pairs across 59 cell lines. Task: Regression. Given two drug SMILES strings and cell line genomic features, predict the synergy score measuring deviation from expected non-interaction effect. (1) Drug 1: CNC(=O)C1=NC=CC(=C1)OC2=CC=C(C=C2)NC(=O)NC3=CC(=C(C=C3)Cl)C(F)(F)F. Drug 2: C1CC(=O)NC(=O)C1N2C(=O)C3=CC=CC=C3C2=O. Cell line: T-47D. Synergy scores: CSS=-6.10, Synergy_ZIP=2.89, Synergy_Bliss=-1.54, Synergy_Loewe=-5.52, Synergy_HSA=-6.51. (2) Drug 1: C1=CC(=CC=C1CCC2=CNC3=C2C(=O)NC(=N3)N)C(=O)NC(CCC(=O)O)C(=O)O. Drug 2: C1C(C(OC1N2C=NC3=C2NC=NCC3O)CO)O. Cell line: CCRF-CEM. Synergy scores: CSS=39.3, Synergy_ZIP=2.39, Synergy_Bliss=-0.0112, Synergy_Loewe=-14.0, Synergy_HSA=0.902. (3) Drug 1: C1=CC(=CC=C1CCCC(=O)O)N(CCCl)CCCl. Drug 2: CC1=C(C(=O)C2=C(C1=O)N3CC4C(C3(C2COC(=O)N)OC)N4)N. Cell line: COLO 205. Synergy scores: CSS=61.6, Synergy_ZIP=-2.26, Synergy_Bliss=-3.37, Synergy_Loewe=2.95, Synergy_HSA=4.97. (4) Drug 1: C1=NC2=C(N=C(N=C2N1C3C(C(C(O3)CO)O)F)Cl)N. Drug 2: CCCCC(=O)OCC(=O)C1(CC(C2=C(C1)C(=C3C(=C2O)C(=O)C4=C(C3=O)C=CC=C4OC)O)OC5CC(C(C(O5)C)O)NC(=O)C(F)(F)F)O. Cell line: RPMI-8226. Synergy scores: CSS=51.9, Synergy_ZIP=4.48, Synergy_Bliss=4.71, Synergy_Loewe=3.32, Synergy_HSA=3.34. (5) Drug 1: CCCS(=O)(=O)NC1=C(C(=C(C=C1)F)C(=O)C2=CNC3=C2C=C(C=N3)C4=CC=C(C=C4)Cl)F. Drug 2: C1=NC2=C(N1)C(=S)N=C(N2)N. Cell line: RXF 393. Synergy scores: CSS=21.0, Synergy_ZIP=-4.60, Synergy_Bliss=4.68, Synergy_Loewe=1.57, Synergy_HSA=5.78.